Predict the product of the given reaction. From a dataset of Forward reaction prediction with 1.9M reactions from USPTO patents (1976-2016). (1) Given the reactants [Cl:1][C:2]1[C:3]([CH3:11])=[C:4]([CH2:8][C:9]#N)[CH:5]=[CH:6][CH:7]=1.[OH-:12].[K+].C[OH:15], predict the reaction product. The product is: [Cl:1][C:2]1[C:3]([CH3:11])=[C:4]([CH2:8][C:9]([OH:15])=[O:12])[CH:5]=[CH:6][CH:7]=1. (2) The product is: [F:41][CH2:40][C@@:27]1([C:30]([O:32][CH2:33][C:34]2[CH:35]=[CH:36][CH:37]=[CH:38][CH:39]=2)=[O:31])[CH2:28][CH2:29][C:24]([C:11]2[C:12]([CH3:22])([CH3:23])[C@H:13]3[C@:8]([CH3:42])([CH2:9][CH:10]=2)[C@@H:7]2[C@:16]([CH3:21])([C@@:17]4([CH3:20])[C@H:4]([CH2:5][CH2:6]2)[C@H:3]2[C@H:43]([C:46]([CH3:48])=[CH2:47])[CH2:44][CH2:45][C@:2]2([NH:1][CH2:53][CH2:52][CH2:51][C:50]([OH:54])([CH3:56])[CH3:49])[CH2:19][CH2:18]4)[CH2:15][CH2:14]3)=[CH:25][CH2:26]1. Given the reactants [NH2:1][C@:2]12[CH2:45][CH2:44][C@@H:43]([C:46]([CH3:48])=[CH2:47])[C@@H:3]1[C@@H:4]1[C@@:17]([CH3:20])([CH2:18][CH2:19]2)[C@@:16]2([CH3:21])[C@@H:7]([C@:8]3([CH3:42])[C@@H:13]([CH2:14][CH2:15]2)[C:12]([CH3:23])([CH3:22])[C:11]([C:24]2[CH2:29][CH2:28][C@@:27]([CH2:40][F:41])([C:30]([O:32][CH2:33][C:34]4[CH:39]=[CH:38][CH:37]=[CH:36][CH:35]=4)=[O:31])[CH2:26][CH:25]=2)=[CH:10][CH2:9]3)[CH2:6][CH2:5]1.[CH3:49][C:50]1([CH3:56])[O:54][CH:53](O)[CH2:52][CH2:51]1.C(O[BH-](OC(=O)C)OC(=O)C)(=O)C.[Na+], predict the reaction product. (3) Given the reactants [C:1]1([C:20]2[CH:25]=[CH:24][CH:23]=[CH:22][CH:21]=2)[CH:6]=[CH:5][C:4]([CH2:7][NH:8][C:9]2[N:17]=[C:16](Cl)[N:15]=[C:14]3[C:10]=2[N:11]=[CH:12][N:13]3[CH3:19])=[CH:3][CH:2]=1.[NH2:26][C@H:27]([CH2:30][CH3:31])[CH2:28][OH:29].CCOCC, predict the reaction product. The product is: [C:1]1([C:20]2[CH:25]=[CH:24][CH:23]=[CH:22][CH:21]=2)[CH:6]=[CH:5][C:4]([CH2:7][NH:8][C:9]2[N:17]=[C:16]([NH:26][C@H:27]([CH2:30][CH3:31])[CH2:28][OH:29])[N:15]=[C:14]3[C:10]=2[N:11]=[CH:12][N:13]3[CH3:19])=[CH:3][CH:2]=1. (4) Given the reactants [NH2:1][CH:2]([CH:23]1[CH2:25][CH2:24]1)[C:3]([NH:5][CH2:6][C:7]1[CH:8]=[C:9]([C:13]2[CH:18]=[CH:17][C:16]([C:19]([F:22])([F:21])[F:20])=[CH:15][CH:14]=2)[CH:10]=[CH:11][CH:12]=1)=[O:4].C(N(CC)CC)C.[F:33][C:34]1[CH:39]=[CH:38][C:37]([S:40](Cl)(=[O:42])=[O:41])=[CH:36][CH:35]=1.C(OCC)(=O)C, predict the reaction product. The product is: [CH:23]1([CH:2]([NH:1][S:40]([C:37]2[CH:38]=[CH:39][C:34]([F:33])=[CH:35][CH:36]=2)(=[O:42])=[O:41])[C:3]([NH:5][CH2:6][C:7]2[CH:8]=[C:9]([C:13]3[CH:18]=[CH:17][C:16]([C:19]([F:20])([F:21])[F:22])=[CH:15][CH:14]=3)[CH:10]=[CH:11][CH:12]=2)=[O:4])[CH2:24][CH2:25]1.